From a dataset of Forward reaction prediction with 1.9M reactions from USPTO patents (1976-2016). Predict the product of the given reaction. (1) Given the reactants [CH2:1]([O:3][C:4]1[CH:5]=[C:6]([CH:30]=[C:31]([O:34][CH2:35][CH3:36])[C:32]=1F)[CH2:7][N:8]1[CH2:13][CH2:12][CH:11]([NH:14][C:15]2[O:16][C:17]3[CH:23]=[CH:22][C:21]([O:24][CH2:25][CH:26]([OH:29])[CH2:27][OH:28])=[CH:20][C:18]=3[N:19]=2)[CH2:10][CH2:9]1)[CH3:2].[Cl:37]C1C(OCC)=CC(C=O)=CC=1OCC.C([BH3-])#N.[Na+].C(N(C(C)C)C(C)C)C, predict the reaction product. The product is: [Cl:37][C:32]1[C:4]([O:3][CH2:1][CH3:2])=[CH:5][C:6]([CH2:7][N:8]2[CH2:13][CH2:12][CH:11]([NH:14][C:15]3[O:16][C:17]4[CH:23]=[CH:22][C:21]([O:24][CH2:25][CH:26]([OH:29])[CH2:27][OH:28])=[CH:20][C:18]=4[N:19]=3)[CH2:10][CH2:9]2)=[CH:30][C:31]=1[O:34][CH2:35][CH3:36]. (2) Given the reactants [Cl:1][C:2]1[CH:3]=[C:4]([CH:25]=[CH:26][C:27]=1[Cl:28])[O:5][C:6]1[CH:11]=[CH:10][CH:9]=[CH:8][C:7]=1[NH:12][S:13]([C:16]1[CH:24]=[CH:23][C:19]([C:20](O)=[O:21])=[CH:18][CH:17]=1)(=[O:15])=[O:14].[CH2:29]([N:31]([CH2:40][CH3:41])[CH2:32][CH2:33][N:34]1[CH2:39][CH2:38][NH:37][CH2:36][CH2:35]1)[CH3:30], predict the reaction product. The product is: [Cl:1][C:2]1[CH:3]=[C:4]([CH:25]=[CH:26][C:27]=1[Cl:28])[O:5][C:6]1[CH:11]=[CH:10][CH:9]=[CH:8][C:7]=1[NH:12][S:13]([C:16]1[CH:17]=[CH:18][C:19]([C:20]([N:37]2[CH2:38][CH2:39][N:34]([CH2:33][CH2:32][N:31]([CH2:40][CH3:41])[CH2:29][CH3:30])[CH2:35][CH2:36]2)=[O:21])=[CH:23][CH:24]=1)(=[O:14])=[O:15]. (3) Given the reactants [CH3:1][C:2]1[N:10]=[CH:9][CH:8]=[CH:7][C:3]=1[C:4]([OH:6])=O.C(O)C.C(=O)=O.C([N-]C(C)C)(C)C.[Li+].[F:25][C:26]1[CH:27]=[C:28]([CH:31]=[CH:32][C:33]=1[O:34][C:35]([F:38])([F:37])[F:36])[C:29]#[N:30], predict the reaction product. The product is: [F:25][C:26]1[CH:27]=[C:28]([C:29]2[N:30]=[C:4]([OH:6])[C:3]3[CH:7]=[CH:8][CH:9]=[N:10][C:2]=3[CH:1]=2)[CH:31]=[CH:32][C:33]=1[O:34][C:35]([F:37])([F:38])[F:36]. (4) Given the reactants [H-].[Na+].CN(C)C=O.[NH:8]1[CH:12]=[C:11]([C:13]([O:15][CH2:16][CH3:17])=[O:14])[N:10]=[N:9]1.Br[CH2:19][CH2:20][CH2:21][CH3:22], predict the reaction product. The product is: [CH2:19]([N:8]1[CH:12]=[C:11]([C:13]([O:15][CH2:16][CH3:17])=[O:14])[N:10]=[N:9]1)[CH2:20][CH2:21][CH3:22]. (5) Given the reactants [F:1][C:2]1[CH:7]=[CH:6][C:5]([C:8]2[C:9]3[CH2:20][N:19](C(=O)C)[CH2:18][CH2:17][C:10]=3[N:11]=[C:12]([CH:14]([CH3:16])[CH3:15])[N:13]=2)=[CH:4][CH:3]=1, predict the reaction product. The product is: [F:1][C:2]1[CH:7]=[CH:6][C:5]([C:8]2[C:9]3[CH2:20][NH:19][CH2:18][CH2:17][C:10]=3[N:11]=[C:12]([CH:14]([CH3:16])[CH3:15])[N:13]=2)=[CH:4][CH:3]=1. (6) Given the reactants [C:1](O[K])([CH3:4])(C)C.[N+:7]([C:10]1[N:11]=[CH:12][NH:13][CH:14]=1)([O-:9])=[O:8].Br[CH2:16][CH2:17]Br, predict the reaction product. The product is: [N+:7]([C:10]1[N:11]=[CH:12][N:13]([CH2:16][CH2:17][N:11]2[CH:4]=[C:1]([N+:7]([O-:9])=[O:8])[N:13]=[CH:12]2)[CH:14]=1)([O-:9])=[O:8].